Dataset: Full USPTO retrosynthesis dataset with 1.9M reactions from patents (1976-2016). Task: Predict the reactants needed to synthesize the given product. (1) The reactants are: [NH:1]1[CH2:6][CH2:5][CH2:4][CH2:3][CH:2]1[CH2:7][CH2:8][OH:9].[C:10](O[C:10]([O:12][C:13]([CH3:16])([CH3:15])[CH3:14])=[O:11])([O:12][C:13]([CH3:16])([CH3:15])[CH3:14])=[O:11].O. Given the product [OH:9][CH2:8][CH2:7][CH:2]1[CH2:3][CH2:4][CH2:5][CH2:6][N:1]1[C:10]([O:12][C:13]([CH3:16])([CH3:15])[CH3:14])=[O:11], predict the reactants needed to synthesize it. (2) Given the product [F:39][C:37]1[CH:36]=[C:22]([CH:21]=[C:20]([F:19])[C:38]=1[B:5]1[O:6][C:7]([CH3:12])([CH3:13])[C:8]([CH3:10])([CH3:11])[O:9]1)[O:23][CH2:24][C:25]([O:27][Si:28]([CH2:33][CH3:34])([CH2:29][CH3:30])[CH2:31][CH3:32])([CH3:35])[CH3:26], predict the reactants needed to synthesize it. The reactants are: C(O[B:5]1[O:9][C:8]([CH3:11])([CH3:10])[C:7]([CH3:13])([CH3:12])[O:6]1)(C)C.C([Li])CCC.[F:19][C:20]1[CH:21]=[C:22]([CH:36]=[C:37]([F:39])[CH:38]=1)[O:23][CH2:24][C:25]([CH3:35])([O:27][Si:28]([CH2:33][CH3:34])([CH2:31][CH3:32])[CH2:29][CH3:30])[CH3:26]. (3) Given the product [F:1][C:2]1[CH:3]=[C:4]([N:14]2[C:19](=[O:20])[CH:18]=[C:17]([CH3:21])[N:16]=[C:15]2[CH3:22])[CH:5]=[CH:6][C:7]=1[N:8]1[CH2:9][CH2:10][N:11]([CH2:32][C:31]#[CH:30])[CH2:12][CH2:13]1, predict the reactants needed to synthesize it. The reactants are: [F:1][C:2]1[CH:3]=[C:4]([N:14]2[C:19](=[O:20])[CH:18]=[C:17]([CH3:21])[N:16]=[C:15]2[CH3:22])[CH:5]=[CH:6][C:7]=1[N:8]1[CH2:13][CH2:12][NH:11][CH2:10][CH2:9]1.C([O-])([O-])=O.[K+].[K+].Br[CH2:30][C:31]#[CH:32]. (4) Given the product [C:8]1([C:26]2[CH:27]=[CH:28][CH:29]=[CH:30][CH:31]=2)[CH:13]=[CH:12][C:11]([CH2:14][CH:15]([CH2:33][C:34]([O:36][C:37]([CH3:40])([CH3:39])[CH3:38])=[O:35])[C:16]([O:18][CH2:19][C:20]2[CH:21]=[CH:22][CH:23]=[CH:24][CH:25]=2)=[O:17])=[CH:10][CH:9]=1, predict the reactants needed to synthesize it. The reactants are: C(NC(C)C)(C)C.[C:8]1([C:26]2[CH:31]=[CH:30][CH:29]=[CH:28][CH:27]=2)[CH:13]=[CH:12][C:11]([CH2:14][CH2:15][C:16]([O:18][CH2:19][C:20]2[CH:25]=[CH:24][CH:23]=[CH:22][CH:21]=2)=[O:17])=[CH:10][CH:9]=1.Br[CH2:33][C:34]([O:36][C:37]([CH3:40])([CH3:39])[CH3:38])=[O:35].[NH4+].[Cl-]. (5) Given the product [F:17][CH:16]([F:18])[C:13]1[CH:14]=[CH:15][C:10]([C:8]2[O:9][C:5]3[CH:4]=[C:3]([N:24]([CH3:29])[S:25]([CH3:28])(=[O:27])=[O:26])[C:2]([B:35]4[O:39][C:38]([CH3:41])([CH3:40])[C:37]([CH3:43])([CH3:42])[O:36]4)=[CH:23][C:6]=3[C:7]=2[C:19]([NH:21][CH3:22])=[O:20])=[CH:11][CH:12]=1, predict the reactants needed to synthesize it. The reactants are: Br[C:2]1[C:3]([N:24]([CH3:29])[S:25]([CH3:28])(=[O:27])=[O:26])=[CH:4][C:5]2[O:9][C:8]([C:10]3[CH:15]=[CH:14][C:13]([CH:16]([F:18])[F:17])=[CH:12][CH:11]=3)=[C:7]([C:19]([NH:21][CH3:22])=[O:20])[C:6]=2[CH:23]=1.CC([O-])=O.[K+].[B:35]1([B:35]2[O:39][C:38]([CH3:41])([CH3:40])[C:37]([CH3:43])([CH3:42])[O:36]2)[O:39][C:38]([CH3:41])([CH3:40])[C:37]([CH3:43])([CH3:42])[O:36]1. (6) Given the product [Cl:8][C:6]1[N:7]=[C:2]([N:24]2[C:25]3[C:21](=[CH:20][C:19]([O:26][CH3:27])=[CH:18][C:17]=3[Cl:16])[CH2:22][CH2:23]2)[C:3](=[O:15])[N:4]([CH:10]([CH2:13][CH3:14])[CH2:11][CH3:12])[C:5]=1[CH3:9], predict the reactants needed to synthesize it. The reactants are: Cl[C:2]1[C:3](=[O:15])[N:4]([CH:10]([CH2:13][CH3:14])[CH2:11][CH3:12])[C:5]([CH3:9])=[C:6]([Cl:8])[N:7]=1.[Cl:16][C:17]1[CH:18]=[C:19]([O:26][CH3:27])[CH:20]=[C:21]2[C:25]=1[NH:24][CH2:23][CH2:22]2.C[Si](C)(C)[N-][Si](C)(C)C.[Na+].C([O-])(O)=O.[Na+]. (7) Given the product [CH3:4][N:7]1[C:8]2[C:13](=[C:12]([F:15])[C:11]([O:16][CH3:17])=[CH:10][CH:9]=2)[CH:14]=[C:6]1[CH3:5], predict the reactants needed to synthesize it. The reactants are: [H-].[Na+].I[CH3:4].[CH3:5][C:6]1[NH:7][C:8]2[C:13]([CH:14]=1)=[C:12]([F:15])[C:11]([O:16][CH3:17])=[CH:10][CH:9]=2. (8) Given the product [C:4]([Si:1]([O:24][CH2:23][CH2:22][CH2:21][C:16]1[CH:17]=[CH:18][CH:19]=[CH:20][C:15]=1[F:14])([CH3:3])[CH3:2])([CH3:7])([CH3:6])[CH3:5], predict the reactants needed to synthesize it. The reactants are: [Si:1](Cl)([C:4]([CH3:7])([CH3:6])[CH3:5])([CH3:3])[CH3:2].N1C=CN=C1.[F:14][C:15]1[CH:20]=[CH:19][CH:18]=[CH:17][C:16]=1[CH2:21][CH2:22][CH2:23][OH:24].